From a dataset of Catalyst prediction with 721,799 reactions and 888 catalyst types from USPTO. Predict which catalyst facilitates the given reaction. (1) Reactant: [CH3:1][C:2]1[C:11]([N+:12]([O-:14])=[O:13])=[CH:10][CH:9]=[CH:8][C:3]=1[C:4]([O:6]C)=[O:5].CC(N=NC(C#N)(C)C)(C#N)C.C1C(=O)N([Br:34])C(=O)C1. Product: [Br:34][CH2:1][C:2]1[C:11]([N+:12]([O-:14])=[O:13])=[CH:10][CH:9]=[CH:8][C:3]=1[C:4]([OH:6])=[O:5]. The catalyst class is: 2. (2) The catalyst class is: 1. Product: [CH2:1]([O:8][C:9]([N:11]1[CH2:15][CH:14]([OH:16])[CH2:13][N:12]1[C:17](=[O:26])[CH2:18][C:19]1[CH:24]=[CH:23][C:22]([F:25])=[CH:21][CH:20]=1)=[O:10])[C:2]1[CH:7]=[CH:6][CH:5]=[CH:4][CH:3]=1. Reactant: [CH2:1]([O:8][C:9]([N:11]1[CH2:15][C:14](=[O:16])[CH2:13][N:12]1[C:17](=[O:26])[CH2:18][C:19]1[CH:24]=[CH:23][C:22]([F:25])=[CH:21][CH:20]=1)=[O:10])[C:2]1[CH:7]=[CH:6][CH:5]=[CH:4][CH:3]=1.CCOCC. (3) Reactant: [F:1][CH:2]([F:11])[O:3][C:4]1[CH:10]=[CH:9][C:7]([NH2:8])=[CH:6][CH:5]=1.[S-:12][C:13]#[N:14].[K+].BrBr.[OH-].[NH4+]. Product: [F:1][CH:2]([F:11])[O:3][C:4]1[CH:10]=[CH:9][C:7]2[N:8]=[C:13]([NH2:14])[S:12][C:6]=2[CH:5]=1. The catalyst class is: 15. (4) Product: [F:1][C:2]1[N:7]=[CH:6][C:5]([C:8](=[O:15])[CH:9]([CH2:30][C:26]2[CH:27]=[CH:28][CH:29]=[C:24]([O:23][C:19]([F:18])([F:32])[CH:20]([F:21])[F:22])[CH:25]=2)[C:10]([O:12][CH2:13][CH3:14])=[O:11])=[CH:4][CH:3]=1. The catalyst class is: 57. Reactant: [F:1][C:2]1[N:7]=[CH:6][C:5]([C:8](=[O:15])[CH2:9][C:10]([O:12][CH2:13][CH3:14])=[O:11])=[CH:4][CH:3]=1.[H-].[Na+].[F:18][C:19]([F:32])([O:23][C:24]1[CH:25]=[C:26]([CH2:30]Br)[CH:27]=[CH:28][CH:29]=1)[CH:20]([F:22])[F:21].O. (5) Reactant: [C:1]([O:5][C:6]([N:8]1[CH2:13][CH2:12][N:11]([C:14]2[C:23]3[C:18](=[CH:19][N:20]=[CH:21][CH:22]=3)[CH:17]=[C:16]([C:24]3[CH:29]=[CH:28][N:27]=[C:26](Cl)[CH:25]=3)[N:15]=2)[CH2:10][CH2:9]1)=[O:7])([CH3:4])([CH3:3])[CH3:2].CC(C)([O-])C.[Na+].[NH2:37][CH:38]1[CH2:43][CH2:42][O:41][CH2:40][CH2:39]1. Product: [C:1]([O:5][C:6]([N:8]1[CH2:13][CH2:12][N:11]([C:14]2[C:23]3[C:18](=[CH:19][N:20]=[CH:21][CH:22]=3)[CH:17]=[C:16]([C:24]3[CH:29]=[CH:28][N:27]=[C:26]([NH:37][CH:38]4[CH2:43][CH2:42][O:41][CH2:40][CH2:39]4)[CH:25]=3)[N:15]=2)[CH2:10][CH2:9]1)=[O:7])([CH3:4])([CH3:3])[CH3:2]. The catalyst class is: 12.